Dataset: Peptide-MHC class II binding affinity with 134,281 pairs from IEDB. Task: Regression. Given a peptide amino acid sequence and an MHC pseudo amino acid sequence, predict their binding affinity value. This is MHC class II binding data. (1) The peptide sequence is REEHYIVLSSELRLS. The MHC is DRB4_0101 with pseudo-sequence DRB4_0103. The binding affinity (normalized) is 0.559. (2) The binding affinity (normalized) is 0.471. The peptide sequence is APLLTTLKPEIENQV. The MHC is DRB1_0101 with pseudo-sequence DRB1_0101. (3) The peptide sequence is ALTKAITAMSEVQKV. The binding affinity (normalized) is 0.231. The MHC is DRB1_1101 with pseudo-sequence DRB1_1101.